From a dataset of Forward reaction prediction with 1.9M reactions from USPTO patents (1976-2016). Predict the product of the given reaction. (1) Given the reactants [Br:1][C:2]1[CH:7]=[CH:6][C:5]([C:8]2[C:9]([Cl:15])=[N:10][CH:11]=[N:12][C:13]=2Cl)=[CH:4][CH:3]=1.[K+].[CH2:17]([NH:24][S:25]([NH-:28])(=[O:27])=[O:26])[C:18]1[CH:23]=[CH:22][CH:21]=[CH:20][CH:19]=1, predict the reaction product. The product is: [Cl:15][C:9]1[N:10]=[CH:11][N:12]=[C:13]([NH:28][S:25](=[O:26])(=[O:27])[NH:24][CH2:17][C:18]2[CH:23]=[CH:22][CH:21]=[CH:20][CH:19]=2)[C:8]=1[C:5]1[CH:4]=[CH:3][C:2]([Br:1])=[CH:7][CH:6]=1. (2) Given the reactants [NH:1]1[C:9]2[C:4](=[CH:5][CH:6]=[CH:7][CH:8]=2)[C:3]([C:10]2[CH:20]=[CH:19][C:13]([C:14]([O:16][CH2:17][CH3:18])=[O:15])=[CH:12][CH:11]=2)=[N:2]1.CC[O-].[Na+].[F:25][C:26]1[CH:33]=[CH:32][CH:31]=[CH:30][C:27]=1[CH2:28]Cl, predict the reaction product. The product is: [F:25][C:26]1[CH:33]=[CH:32][CH:31]=[CH:30][C:27]=1[CH2:28][N:2]1[C:3]([C:10]2[CH:20]=[CH:19][C:13]([C:14]([O:16][CH2:17][CH3:18])=[O:15])=[CH:12][CH:11]=2)=[C:4]2[C:9]([CH:8]=[CH:7][CH:6]=[CH:5]2)=[N:1]1. (3) Given the reactants S(O[CH2:6][CH2:7][CH:8]=[C:9]1[C:15]2[CH:16]=[CH:17][CH:18]=[CH:19][C:14]=2[CH2:13][CH2:12][C:11]2[CH:20]=[CH:21][CH:22]=[CH:23][C:10]1=2)(C)(=O)=O.C(OC(=O)C(OCC)CC1C=CC(O)=CC=1)C.C(=O)([O-])[O-].[K+].[K+].CN(C)C=O, predict the reaction product. The product is: [CH:8](=[C:9]1[C:10]2[CH:23]=[CH:22][CH:21]=[CH:20][C:11]=2[CH2:12][CH2:13][C:14]2[CH:19]=[CH:18][CH:17]=[CH:16][C:15]1=2)[CH:7]=[CH2:6]. (4) Given the reactants CC(N([C:9]1[CH:14]=[CH:13][C:12]([C:15]2[S:16][CH:17]=[CH:18][CH:19]=2)=[CH:11][C:10]=1[NH:20][C:21]([C:23]1[CH:28]=[CH:27][C:26]([CH2:29]Br)=[CH:25][CH:24]=1)=[O:22])C(=O)[O-])(C)C.[NH2:31][CH2:32][C:33]1[CH:34]=[N:35][CH:36]=[CH:37][CH:38]=1.[Si:39]([CH2:43][CH2:44][C:45]([OH:47])=O)([CH3:42])([CH3:41])[CH3:40].C1C=CC2N(O)N=[N:54]C=2C=1.C(Cl)CCl.C(O)(C(F)(F)F)=O.C(Cl)Cl, predict the reaction product. The product is: [NH2:54][C:9]1[CH:14]=[CH:13][C:12]([C:15]2[S:16][CH:17]=[CH:18][CH:19]=2)=[CH:11][C:10]=1[NH:20][C:21](=[O:22])[C:23]1[CH:24]=[CH:25][C:26]([CH2:29][N:31]([CH2:32][C:33]2[CH:34]=[N:35][CH:36]=[CH:37][CH:38]=2)[C:45](=[O:47])[CH2:44][CH2:43][Si:39]([CH3:42])([CH3:41])[CH3:40])=[CH:27][CH:28]=1. (5) Given the reactants C(O[C:6]([NH:8][C:9]1[CH:10]=[C:11]([CH:21]=[CH:22][CH:23]=1)[CH2:12][CH:13]1[NH:18][C:17](=[O:19])[CH2:16][NH:15][C:14]1=[O:20])=O)(C)(C)C, predict the reaction product. The product is: [CH2:6]([NH:8][C:9]1[CH:10]=[C:11]([CH:21]=[CH:22][CH:23]=1)[CH2:12][CH:13]1[C:14](=[O:20])[NH:15][CH2:16][C:17](=[O:19])[NH:18]1)[C:9]1[CH:10]=[CH:11][CH:21]=[CH:22][CH:23]=1.